This data is from Catalyst prediction with 721,799 reactions and 888 catalyst types from USPTO. The task is: Predict which catalyst facilitates the given reaction. Reactant: [Br:1][C:2]1[CH:3]=[C:4]2[C:14](=[CH:15][CH:16]=1)[O:13][C:7]1[CH:8]=[N:9][C:10]([Cl:12])=[CH:11][C:6]=1[C:5]2([NH:23]S(C(C)(C)C)=O)[CH2:17][CH2:18][O:19][CH2:20][C:21]#[N:22].Cl.C1(C)C=CC=CC=1.C[Al](C)C. The catalyst class is: 12. Product: [Br:1][C:2]1[CH:3]=[C:4]2[C:5]3([CH2:17][CH2:18][O:19][CH2:20][C:21]([NH2:22])=[N:23]3)[C:6]3[CH:11]=[C:10]([Cl:12])[N:9]=[CH:8][C:7]=3[O:13][C:14]2=[CH:15][CH:16]=1.